Dataset: Peptide-MHC class I binding affinity with 185,985 pairs from IEDB/IMGT. Task: Regression. Given a peptide amino acid sequence and an MHC pseudo amino acid sequence, predict their binding affinity value. This is MHC class I binding data. The peptide sequence is VFRTSTPKVV. The MHC is HLA-A26:01 with pseudo-sequence HLA-A26:01. The binding affinity (normalized) is 0.